From a dataset of Full USPTO retrosynthesis dataset with 1.9M reactions from patents (1976-2016). Predict the reactants needed to synthesize the given product. (1) Given the product [N:28]1[CH:27]=[CH:26][C:25]([C:14]23[CH2:15][NH:16][CH2:17][CH:13]2[CH2:12][O:11][NH:10]3)=[CH:30][CH:29]=1, predict the reactants needed to synthesize it. The reactants are: COC1C=CC(C[N:10]2[C:14]3([C:25]4[CH:30]=[CH:29][N:28]=[CH:27][CH:26]=4)[CH2:15][N:16](C(OC(C)(C)C)=O)[CH2:17][CH:13]3[CH2:12][O:11]2)=CC=1.FC(F)(F)C(O)=O. (2) Given the product [Cl:1][CH2:2][CH2:3][CH2:4][S:5]([O:8][CH2:9][C:10]([CH3:33])([CH3:34])[C@@H:11]([OH:23])[C:12]([O:14][CH2:15][CH2:16][O:17][C:18]([O:20][CH2:21][CH3:22])=[O:19])=[O:13])(=[O:7])=[O:6], predict the reactants needed to synthesize it. The reactants are: [Cl:1][CH2:2][CH2:3][CH2:4][S:5]([O:8][CH2:9][C:10]([CH3:34])([CH3:33])[C@@H:11]([O:23]CC1C=CC(OC)=CC=1)[C:12]([O:14][CH2:15][CH2:16][O:17][C:18]([O:20][CH2:21][CH3:22])=[O:19])=[O:13])(=[O:7])=[O:6].ClC1C(=O)C(C#N)=C(C#N)C(=O)C=1Cl. (3) Given the product [Cl:1][C:2]1[C:3]([C:19]2[C:27]3[C:22](=[CH:23][CH:24]=[CH:25][CH:26]=3)[NH:21][CH:20]=2)=[N:4][C:5]([NH:8][C@@H:9]2[CH2:14][N:13]([CH3:15])[CH2:12][C@@H:11]([C:16]([NH:37][C:38]3[CH:39]=[CH:40][C:41]([NH:44][C:45](=[O:51])[O:46][C:47]([CH3:49])([CH3:48])[CH3:50])=[CH:42][CH:43]=3)=[O:17])[CH2:10]2)=[N:6][CH:7]=1, predict the reactants needed to synthesize it. The reactants are: [Cl:1][C:2]1[C:3]([C:19]2[C:27]3[C:22](=[CH:23][CH:24]=[CH:25][CH:26]=3)[NH:21][CH:20]=2)=[N:4][C:5]([NH:8][C@@H:9]2[CH2:14][N:13]([CH3:15])[CH2:12][C@@H:11]([C:16](O)=[O:17])[CH2:10]2)=[N:6][CH:7]=1.C(Cl)(=O)OC(C)C.N#N.[NH2:37][C:38]1[CH:43]=[CH:42][C:41]([NH:44][C:45](=[O:51])[O:46][C:47]([CH3:50])([CH3:49])[CH3:48])=[CH:40][CH:39]=1. (4) Given the product [C:1]([C:5]1[N:10]=[CH:9][C:8]([C:11]2[N:12]([C:32]([N:34]3[CH2:35][CH2:36][CH:37]([CH2:40][C:41]([NH:56][C@H:54]([C:49]4[CH:50]=[CH:51][CH:52]=[CH:53][C:48]=4[F:47])[CH3:55])=[O:43])[CH2:38][CH2:39]3)=[O:33])[C@@:13]([C:25]3[CH:30]=[CH:29][C:28]([Cl:31])=[CH:27][CH:26]=3)([CH3:24])[C@@:14]([C:17]3[CH:22]=[CH:21][C:20]([Cl:23])=[CH:19][CH:18]=3)([CH3:16])[N:15]=2)=[C:7]([O:44][CH2:45][CH3:46])[CH:6]=1)([CH3:4])([CH3:2])[CH3:3], predict the reactants needed to synthesize it. The reactants are: [C:1]([C:5]1[N:10]=[CH:9][C:8]([C:11]2[N:12]([C:32]([N:34]3[CH2:39][CH2:38][CH:37]([CH2:40][C:41]([OH:43])=O)[CH2:36][CH2:35]3)=[O:33])[C@@:13]([C:25]3[CH:30]=[CH:29][C:28]([Cl:31])=[CH:27][CH:26]=3)([CH3:24])[C@@:14]([C:17]3[CH:22]=[CH:21][C:20]([Cl:23])=[CH:19][CH:18]=3)([CH3:16])[N:15]=2)=[C:7]([O:44][CH2:45][CH3:46])[CH:6]=1)([CH3:4])([CH3:3])[CH3:2].[F:47][C:48]1[CH:53]=[CH:52][CH:51]=[CH:50][C:49]=1[C@@H:54]([NH2:56])[CH3:55].